This data is from Reaction yield outcomes from USPTO patents with 853,638 reactions. The task is: Predict the reaction yield, written as a fraction of the theoretical maximum amount of product (1.0 means a 100% yield; for example, 0.34 means a 34% yield). (1) The reactants are Cl[C:2]1[CH:7]=[C:6]([N+:8]([O-:10])=[O:9])[CH:5]=[CH:4][N:3]=1.[N:11]1[CH:16]=[CH:15][CH:14]=[C:13](B(O)O)[CH:12]=1.C(=O)([O-])[O-].[Na+].[Na+]. The catalyst is C(#N)C.O.C1C=CC([P]([Pd]([P](C2C=CC=CC=2)(C2C=CC=CC=2)C2C=CC=CC=2)([P](C2C=CC=CC=2)(C2C=CC=CC=2)C2C=CC=CC=2)[P](C2C=CC=CC=2)(C2C=CC=CC=2)C2C=CC=CC=2)(C2C=CC=CC=2)C2C=CC=CC=2)=CC=1. The product is [N+:8]([C:6]1[CH:5]=[CH:4][N:3]=[C:2]([C:13]2[CH:12]=[N:11][CH:16]=[CH:15][CH:14]=2)[CH:7]=1)([O-:10])=[O:9]. The yield is 0.700. (2) The reactants are [F:1][C:2]1([F:12])[C:5]([F:7])([F:6])[CH2:4][C:3]1([CH3:11])[C:8](Cl)=[O:9].[NH:13]1[C:21]2[C:16](=[CH:17][CH:18]=[CH:19][CH:20]=2)[CH:15]=[CH:14]1.C([Mg]Br)C. The catalyst is ClCCl.[Cl-].[Zn+2].[Cl-]. The product is [NH:13]1[C:21]2[C:16](=[CH:17][CH:18]=[CH:19][CH:20]=2)[C:15]([C:8]([C:3]2([CH3:11])[CH2:4][C:5]([F:7])([F:6])[C:2]2([F:12])[F:1])=[O:9])=[CH:14]1. The yield is 0.290. (3) The reactants are [C:1]([C:4]1[C:9](=[O:10])[C:8]([O:11][CH3:12])=[CH:7][N:6]([C:13]2[C:21]3[O:20][C:19]([F:23])([F:22])[O:18][C:17]=3[CH:16]=[CH:15][CH:14]=2)[N:5]=1)(=[O:3])[CH3:2].CO[CH:26](OC)[N:27]([CH3:29])[CH3:28]. No catalyst specified. The product is [F:23][C:19]1([F:22])[O:18][C:17]2[CH:16]=[CH:15][CH:14]=[C:13]([N:6]3[CH:7]=[C:8]([O:11][CH3:12])[C:9](=[O:10])[C:4]([C:1](=[O:3])[CH:2]=[CH:26][N:27]([CH3:29])[CH3:28])=[N:5]3)[C:21]=2[O:20]1. The yield is 0.740.